From a dataset of hERG potassium channel inhibition data for cardiac toxicity prediction from Karim et al.. Regression/Classification. Given a drug SMILES string, predict its toxicity properties. Task type varies by dataset: regression for continuous values (e.g., LD50, hERG inhibition percentage) or binary classification for toxic/non-toxic outcomes (e.g., AMES mutagenicity, cardiotoxicity, hepatotoxicity). Dataset: herg_karim. (1) The molecule is c1ccc(-c2cc(NC3=NC[C@@]4(CN5CCC4CC5)O3)ncn2)cc1. The result is 1 (blocker). (2) The molecule is CCN=C(c1ccc(OC)c(OC)c1)N1CCCc2cc(C3=NNC(=O)SC3C)ccc21. The result is 1 (blocker). (3) The molecule is O=c1[nH]oc2cc(Cl)ccc12. The result is 0 (non-blocker). (4) The compound is Cc1nc(Nc2n[nH]c3c2CN(C(=O)N[C@H](CN(C)C)c2ccccc2)C3(C)C)c2sccc2n1. The result is 0 (non-blocker). (5) The drug is NC(=O)Nc1sc(-c2ccccc2)cc1C(=O)N[C@H]1CCCNC1. The result is 0 (non-blocker). (6) The drug is NC1=NC(c2cccc(-c3cncnc3)c2)(c2ccnc(C(F)F)c2)c2cc(F)cc(F)c21. The result is 0 (non-blocker). (7) The molecule is O=C(CNC(=O)c1cccc(C(F)(F)F)c1)NC1CCN(C2CCC(O)(c3ccccn3)CC2)C1. The result is 0 (non-blocker). (8) The drug is Cc1[nH]nc2c1c(=O)n(CC(F)CN)c1cc3c(cc21)CCCC3. The result is 0 (non-blocker). (9) The molecule is Cn1c(SCCCN2C[C@@H]3C[C@]3(c3ccc(C(F)(F)F)cc3)C2)nnc1-c1cncnc1. The result is 1 (blocker). (10) The molecule is COc1cc(/C=C/c2nc3sc4c(c3c(=O)[nH]2)CCC4)ccc1-n1cnc(C)c1. The result is 1 (blocker).